Dataset: Catalyst prediction with 721,799 reactions and 888 catalyst types from USPTO. Task: Predict which catalyst facilitates the given reaction. (1) Reactant: [Cl:1][C:2]1[CH:3]=[C:4]([C@H:9]2[C:18]3[C:13](=[CH:14][CH:15]=[CH:16][CH:17]=3)[C@H:12]([NH:19]C(=O)C)[CH2:11][CH2:10]2)[CH:5]=[CH:6][C:7]=1[Cl:8].Cl. Product: [ClH:1].[Cl:1][C:2]1[CH:3]=[C:4]([C@H:9]2[C:18]3[C:13](=[CH:14][CH:15]=[CH:16][CH:17]=3)[C@H:12]([NH2:19])[CH2:11][CH2:10]2)[CH:5]=[CH:6][C:7]=1[Cl:8]. The catalyst class is: 259. (2) Reactant: [NH2:1][C:2]1[CH:3]=[C:4]2[C:8](=[CH:9][CH:10]=1)[NH:7][N:6]=[C:5]2[CH3:11].[CH2:12]=[C:13]1[O:17][C:15](=[O:16])[CH2:14]1. Product: [CH3:11][C:5]1[C:4]2[C:8](=[CH:9][CH:10]=[C:2]([NH:1][C:15](=[O:16])[CH2:14][C:13](=[O:17])[CH3:12])[CH:3]=2)[NH:7][N:6]=1. The catalyst class is: 10.